Task: Predict the product of the given reaction.. Dataset: Forward reaction prediction with 1.9M reactions from USPTO patents (1976-2016) Given the reactants [Br:1][C:2]1[CH:7]=[CH:6][C:5]([CH:8]([NH:10][CH2:11][CH2:12][C:13]([OH:20])([CH2:17][CH:18]=[CH2:19])[CH:14]([CH3:16])[CH3:15])[CH3:9])=[CH:4][CH:3]=1.Cl[C:22](Cl)([O:24]C(=O)OC(Cl)(Cl)Cl)Cl.O, predict the reaction product. The product is: [CH2:17]([C:13]1([CH:14]([CH3:15])[CH3:16])[O:20][C:22](=[O:24])[N:10]([CH:8]([C:5]2[CH:4]=[CH:3][C:2]([Br:1])=[CH:7][CH:6]=2)[CH3:9])[CH2:11][CH2:12]1)[CH:18]=[CH2:19].